This data is from Reaction yield outcomes from USPTO patents with 853,638 reactions. The task is: Predict the reaction yield, written as a fraction of the theoretical maximum amount of product (1.0 means a 100% yield; for example, 0.34 means a 34% yield). (1) The reactants are C(O[C:4]([CH:6]1[CH2:11][CH2:10][CH2:9][N:8]([CH2:12][C:13]2[CH:18]=[CH:17][C:16]([O:19][CH3:20])=[CH:15][CH:14]=2)[CH2:7]1)=[O:5])C.C1COCC1.Cl.[CH3:27][NH:28][O:29][CH3:30].C([Mg]Cl)(C)C. The catalyst is C(OCC)(=O)C. The product is [CH3:30][O:29][N:28]([CH3:27])[C:4]([CH:6]1[CH2:11][CH2:10][CH2:9][N:8]([CH2:12][C:13]2[CH:14]=[CH:15][C:16]([O:19][CH3:20])=[CH:17][CH:18]=2)[CH2:7]1)=[O:5]. The yield is 0.930. (2) The reactants are [CH2:1]([N:3]([CH2:29][CH3:30])[CH2:4][CH2:5][N:6]1[CH2:11][CH2:10][C:9]2[NH:12][C:13]([CH:16]=[C:17]3[C:25]4[C:20](=[CH:21][CH:22]=[C:23]([F:26])[CH:24]=4)[NH:19][C:18]3=[O:27])=[C:14]([CH3:15])[C:8]=2[C:7]1=[O:28])[CH3:2].ClCCl.[C:34]([OH:39])(=[O:38])[CH:35]([CH3:37])[OH:36]. The catalyst is CO. The product is [C:34]([OH:39])(=[O:38])[CH:35]([CH3:37])[OH:36].[CH2:29]([N:3]([CH2:1][CH3:2])[CH2:4][CH2:5][N:6]1[CH2:11][CH2:10][C:9]2[NH:12][C:13]([CH:16]=[C:17]3[C:25]4[C:20](=[CH:21][CH:22]=[C:23]([F:26])[CH:24]=4)[NH:19][C:18]3=[O:27])=[C:14]([CH3:15])[C:8]=2[C:7]1=[O:28])[CH3:30]. The yield is 0.889. (3) The reactants are [Cl:1][C:2]1[N:7]=[C:6]([NH:8][C:9]2[N:14]=[CH:13][C:12]3[N:15]=[C:16]([CH3:21])[N:17]([CH:18]([CH3:20])[CH3:19])[C:11]=3[CH:10]=2)[CH:5]=[CH:4][N:3]=1.C(N(CC)CC)C.[C:29](O[C:29]([O:31][C:32]([CH3:35])([CH3:34])[CH3:33])=[O:30])([O:31][C:32]([CH3:35])([CH3:34])[CH3:33])=[O:30].ClCCl. The catalyst is CN(C)C1C=CN=CC=1.O. The product is [Cl:1][C:2]1[N:7]=[C:6]([N:8]([C:9]2[N:14]=[CH:13][C:12]3[N:15]=[C:16]([CH3:21])[N:17]([CH:18]([CH3:19])[CH3:20])[C:11]=3[CH:10]=2)[C:29](=[O:30])[O:31][C:32]([CH3:35])([CH3:34])[CH3:33])[CH:5]=[CH:4][N:3]=1. The yield is 0.900. (4) The reactants are [Br:1][C:2]1[CH:10]=[C:9]2[C:5]([C:6]([C:14]([OH:16])=O)=[CH:7][N:8]2[CH2:11][C:12]#[N:13])=[CH:4][CH:3]=1.C(Cl)(=O)C(Cl)=O.[CH3:23][NH:24][CH3:25].O. The catalyst is ClC(Cl)C.CN(C=O)C. The product is [CH3:23][N:24]([CH3:25])[C:14]([C:6]1[C:5]2[C:9](=[CH:10][C:2]([Br:1])=[CH:3][CH:4]=2)[N:8]([CH2:11][C:12]#[N:13])[CH:7]=1)=[O:16]. The yield is 0.630. (5) The reactants are [S:1]1(=[O:13])(=[O:12])[C:7]2[CH:8]=[CH:9][CH:10]=[CH:11][C:6]=2[CH2:5][CH2:4][CH2:3][CH2:2]1.[CH3:14][NH:15][CH3:16]. No catalyst specified. The product is [CH3:14][N:15]([CH3:16])[C:10]1[CH:9]=[CH:8][C:7]2[S:1](=[O:12])(=[O:13])[CH2:2][CH2:3][CH2:4][CH2:5][C:6]=2[CH:11]=1. The yield is 0.905.